This data is from Reaction yield outcomes from USPTO patents with 853,638 reactions. The task is: Predict the reaction yield, written as a fraction of the theoretical maximum amount of product (1.0 means a 100% yield; for example, 0.34 means a 34% yield). (1) The reactants are [CH:1]([N:4]1[CH:8]=[N:7][CH:6]=[N:5]1)([CH3:3])[CH3:2].C([Li])CCC.[CH3:14][C:15](N(C)C)=[O:16].[Cl-].[NH4+]. The catalyst is C1COCC1. The product is [CH:1]([N:4]1[C:8]([C:15](=[O:16])[CH3:14])=[N:7][CH:6]=[N:5]1)([CH3:3])[CH3:2]. The yield is 0.870. (2) The reactants are [CH3:1][N:2]([CH2:10][C:11]1[CH:15]=[C:14]([C:16]2[CH:21]=[CH:20][CH:19]=[CH:18][CH:17]=2)[N:13]([S:22]([C:25]2[CH:30]=[CH:29][CH:28]=[C:27]([C:31]3[NH:35][N:34]=[N:33][N:32]=3)[CH:26]=2)(=[O:24])=[O:23])[CH:12]=1)C(=O)OC(C)(C)C.C(OCC)(=O)C.[ClH:42]. The catalyst is CO. The product is [ClH:42].[CH3:1][NH:2][CH2:10][C:11]1[CH:15]=[C:14]([C:16]2[CH:17]=[CH:18][CH:19]=[CH:20][CH:21]=2)[N:13]([S:22]([C:25]2[CH:30]=[CH:29][CH:28]=[C:27]([C:31]3[NH:32][N:33]=[N:34][N:35]=3)[CH:26]=2)(=[O:24])=[O:23])[CH:12]=1. The yield is 0.860. (3) The reactants are Cl[C:2]1[N:7]=[C:6]([C:8]2[S:12][C:11]([N:13]3[CH2:18][CH2:17][O:16][CH2:15][CH2:14]3)=[N:10][C:9]=2[C:19]2[C:20]([F:37])=[C:21]([NH:25][S:26]([C:29]3[C:34]([F:35])=[CH:33][CH:32]=[CH:31][C:30]=3[F:36])(=[O:28])=[O:27])[CH:22]=[CH:23][CH:24]=2)[CH:5]=[CH:4][N:3]=1.[CH3:38][S:39]([N:42]1[CH2:47][CH2:46][CH:45]([NH2:48])[CH2:44][CH2:43]1)(=[O:41])=[O:40]. The catalyst is FC(F)(F)CO. The product is [F:36][C:30]1[CH:31]=[CH:32][CH:33]=[C:34]([F:35])[C:29]=1[S:26]([NH:25][C:21]1[CH:22]=[CH:23][CH:24]=[C:19]([C:9]2[N:10]=[C:11]([N:13]3[CH2:18][CH2:17][O:16][CH2:15][CH2:14]3)[S:12][C:8]=2[C:6]2[CH:5]=[CH:4][N:3]=[C:2]([NH:48][CH:45]3[CH2:46][CH2:47][N:42]([S:39]([CH3:38])(=[O:41])=[O:40])[CH2:43][CH2:44]3)[N:7]=2)[C:20]=1[F:37])(=[O:28])=[O:27]. The yield is 0.150.